Dataset: Merck oncology drug combination screen with 23,052 pairs across 39 cell lines. Task: Regression. Given two drug SMILES strings and cell line genomic features, predict the synergy score measuring deviation from expected non-interaction effect. (1) Drug 1: O=C(CCCCCCC(=O)Nc1ccccc1)NO. Drug 2: C=CCn1c(=O)c2cnc(Nc3ccc(N4CCN(C)CC4)cc3)nc2n1-c1cccc(C(C)(C)O)n1. Cell line: DLD1. Synergy scores: synergy=8.39. (2) Drug 1: N.N.O=C(O)C1(C(=O)O)CCC1.[Pt]. Drug 2: O=C(O)C1(Cc2cccc(Nc3nccs3)n2)CCC(Oc2cccc(Cl)c2F)CC1. Cell line: A2058. Synergy scores: synergy=-20.0.